From a dataset of Reaction yield outcomes from USPTO patents with 853,638 reactions. Predict the reaction yield, written as a fraction of the theoretical maximum amount of product (1.0 means a 100% yield; for example, 0.34 means a 34% yield). (1) The reactants are Br[C:2]1[CH:23]=[CH:22][C:5]([C:6]([NH:8][S:9]([C:12]2[CH:17]=[CH:16][CH:15]=[CH:14][C:13]=2[S:18](=[O:21])(=[O:20])[NH2:19])(=[O:11])=[O:10])=[O:7])=[CH:4][C:3]=1[O:24][CH2:25][CH2:26][O:27][CH2:28][CH2:29][O:30][CH3:31].[O:32]1[C:36]2[CH:37]=[CH:38][CH:39]=[CH:40][C:35]=2[CH:34]=[C:33]1B(O)O. No catalyst specified. The product is [O:32]1[C:36]2[CH:37]=[CH:38][CH:39]=[CH:40][C:35]=2[CH:34]=[C:33]1[C:2]1[CH:23]=[CH:22][C:5]([C:6]([NH:8][S:9]([C:12]2[CH:17]=[CH:16][CH:15]=[CH:14][C:13]=2[S:18](=[O:20])(=[O:21])[NH2:19])(=[O:11])=[O:10])=[O:7])=[CH:4][C:3]=1[O:24][CH2:25][CH2:26][O:27][CH2:28][CH2:29][O:30][CH3:31]. The yield is 0.210. (2) The reactants are [CH3:1][S:2]([N:5]1[CH2:10][CH2:9][C:8]2[N:11]([CH2:24][CH2:25][CH:26]=O)[N:12]=[C:13]([C:14]3[CH:19]=[CH:18][C:17]([C:20]([F:23])([F:22])[F:21])=[CH:16][CH:15]=3)[C:7]=2[CH2:6]1)(=[O:4])=[O:3].[Cl:28][C:29]1[CH:34]=[CH:33][CH:32]=[C:31]([N+:35]([O-:37])=[O:36])[C:30]=1[N:38]1[CH2:43][CH2:42][NH:41][CH2:40][CH2:39]1.S([O-])([O-])(=O)=O.[Na+].[Na+].C(O[BH-](OC(=O)C)OC(=O)C)(=O)C.[Na+]. The catalyst is C(Cl)Cl. The product is [Cl:28][C:29]1[CH:34]=[CH:33][CH:32]=[C:31]([N+:35]([O-:37])=[O:36])[C:30]=1[N:38]1[CH2:43][CH2:42][N:41]([CH2:26][CH2:25][CH2:24][N:11]2[C:8]3[CH2:9][CH2:10][N:5]([S:2]([CH3:1])(=[O:4])=[O:3])[CH2:6][C:7]=3[C:13]([C:14]3[CH:19]=[CH:18][C:17]([C:20]([F:23])([F:22])[F:21])=[CH:16][CH:15]=3)=[N:12]2)[CH2:40][CH2:39]1. The yield is 0.490. (3) The reactants are Cl[C:2]1[C:3](=[O:18])[N:4]([CH:15]([CH3:17])[CH3:16])[S:5](=[O:14])(=[O:13])[C:6]=1[C:7]1[CH:12]=[CH:11][CH:10]=[CH:9][CH:8]=1.[N:19]1([C:25]2[CH:30]=[CH:29][C:28]([NH2:31])=[CH:27][CH:26]=2)[CH2:24][CH2:23][CH2:22][CH2:21][CH2:20]1. The catalyst is CC#N. The product is [CH:15]([N:4]1[C:3](=[O:18])[C:2]([NH:31][C:28]2[CH:27]=[CH:26][C:25]([N:19]3[CH2:24][CH2:23][CH2:22][CH2:21][CH2:20]3)=[CH:30][CH:29]=2)=[C:6]([C:7]2[CH:12]=[CH:11][CH:10]=[CH:9][CH:8]=2)[S:5]1(=[O:14])=[O:13])([CH3:17])[CH3:16]. The yield is 0.760. (4) The yield is 0.570. The catalyst is C(Cl)Cl.C1(C)C=CC(S(O)(=O)=O)=CC=1. The reactants are [CH2:1]([O:3][C:4](=[O:9])[CH2:5][C:6](=[O:8])[CH3:7])[CH3:2].[Br:10]N1C(=O)CCC1=O. The product is [Br:10][CH:5]([C:6](=[O:8])[CH3:7])[C:4]([O:3][CH2:1][CH3:2])=[O:9]. (5) The catalyst is ClCCl. The product is [Cl:3][CH2:13][C:10]1[CH:9]=[CH:8][C:7]([O:6][CH3:5])=[N:12][CH:11]=1. The reactants are S(Cl)([Cl:3])=O.[CH3:5][O:6][C:7]1[N:12]=[CH:11][C:10]([CH2:13]O)=[CH:9][CH:8]=1. The yield is 0.880. (6) The reactants are [C:1]([O-:4])(=[O:3])[CH3:2].[K+].Cl[CH2:7][SiH2:8][CH:9]([O:12][CH3:13])[O:10][CH3:11]. The catalyst is [Br-].C([P+](CCCC)(CCCC)CCCC)CCC.C(OCCOCCOCCCC)CCC. The product is [C:1]([O:4][CH2:7][SiH2:8][CH:9]([O:12][CH3:13])[O:10][CH3:11])(=[O:3])[CH3:2]. The yield is 0.910. (7) The reactants are [Cl:1][C:2]1[CH:7]=[C:6]([OH:8])[CH:5]=[CH:4][C:3]=1[NH:9][C:10](=O)[C:11]1[CH:16]=[CH:15][C:14]([O:17]C)=[CH:13][CH:12]=1.[Cl:1][C:2]1[CH:7]=[C:6]([O:8]C)[CH:5]=[CH:4][C:3]=1[NH:9][C:10](=O)[C:11]1[CH:16]=[CH:15][C:14]([O:17]C)=[CH:13][CH:12]=1.C(=O)([O-])[O-].[K+].[K+].CI.Cl.ClC1C=C(OC)C=CC=1NC(=O)C1C=CC(OC)=CC=1.ClC1C=C(OC)C=CC=1NC(=[S:88])C1C=CC(OC)=CC=1.COC1C=CC(P2(SP(C3C=CC(OC)=CC=3)(=S)S2)=S)=CC=1.ClC1C=C(OC)C=CC=1NC(=S)C1C=CC(OC)=CC=1.ClC1C2N=C(C3C=CC(OC)=CC=3)SC=2C=C(OC)C=1.[OH-].[Na+]. The catalyst is CN(C=O)C.ClC1C=CC=CC=1.O.[Fe-3](C#N)(C#N)(C#N)(C#N)(C#N)C#N.[K+].[K+].[K+].C(O)C. The product is [Cl:1][C:2]1[C:3]2[N:9]=[C:10]([C:11]3[CH:16]=[CH:15][C:14]([OH:17])=[CH:13][CH:12]=3)[S:88][C:4]=2[CH:5]=[C:6]([OH:8])[CH:7]=1. The yield is 0.930. (8) The reactants are CS(O[CH2:6][CH2:7][C:8]1[O:9][C:10]2[CH:16]=[CH:15][C:14]([C:17]3[CH:22]=[CH:21][CH:20]=[C:19]([C:23]#[N:24])[CH:18]=3)=[CH:13][C:11]=2[CH:12]=1)(=O)=O.[CH3:25][C@@H:26]1[CH2:30][CH2:29][CH2:28][NH:27]1.C([O-])([O-])=O.[Cs+].[Cs+].CC#N. The catalyst is C(Cl)Cl. The product is [CH3:25][C@@H:26]1[CH2:30][CH2:29][CH2:28][N:27]1[CH2:6][CH2:7][C:8]1[O:9][C:10]2[CH:16]=[CH:15][C:14]([C:17]3[CH:18]=[C:19]([CH:20]=[CH:21][CH:22]=3)[C:23]#[N:24])=[CH:13][C:11]=2[CH:12]=1. The yield is 0.280. (9) The reactants are [OH-:1].[Li+].C([C@H]1COC(=O)N1[C:16](=[O:28])[CH2:17][C@@:18]([C:21]1[CH:26]=[CH:25][C:24]([F:27])=[CH:23][CH:22]=1)([OH:20])[CH3:19])C1C=CC=CC=1.OO.Cl. The catalyst is CCOC(C)=O.O1CCCC1.O. The product is [F:27][C:24]1[CH:23]=[CH:22][C:21]([C@:18]([OH:20])([CH3:19])[CH2:17][C:16]([OH:28])=[O:1])=[CH:26][CH:25]=1. The yield is 0.790.